Dataset: Peptide-MHC class I binding affinity with 185,985 pairs from IEDB/IMGT. Task: Regression. Given a peptide amino acid sequence and an MHC pseudo amino acid sequence, predict their binding affinity value. This is MHC class I binding data. (1) The peptide sequence is YVTLNASQY. The MHC is HLA-A11:01 with pseudo-sequence HLA-A11:01. The binding affinity (normalized) is 0.351. (2) The binding affinity (normalized) is 0.209. The peptide sequence is FPVTPQVPLR. The MHC is Mamu-A2201 with pseudo-sequence Mamu-A2201. (3) The peptide sequence is NYNGLLSSI. The MHC is HLA-B39:01 with pseudo-sequence HLA-B39:01. The binding affinity (normalized) is 0.0847. (4) The peptide sequence is ALRPSTSRSL. The MHC is HLA-A02:02 with pseudo-sequence HLA-A02:02. The binding affinity (normalized) is 0.277. (5) The binding affinity (normalized) is 0.0847. The MHC is HLA-B44:02 with pseudo-sequence HLA-B44:02. The peptide sequence is MSDLTFSEE. (6) The peptide sequence is LPAEVRAAF. The MHC is HLA-B58:01 with pseudo-sequence HLA-B58:01. The binding affinity (normalized) is 0.0847. (7) The peptide sequence is ATFIDVHIPK. The MHC is HLA-A11:01 with pseudo-sequence HLA-A11:01. The binding affinity (normalized) is 1.00.